Dataset: Reaction yield outcomes from USPTO patents with 853,638 reactions. Task: Predict the reaction yield, written as a fraction of the theoretical maximum amount of product (1.0 means a 100% yield; for example, 0.34 means a 34% yield). (1) The reactants are ClC1C=CC(C=[N:7][CH2:8][C@@H:9]2[O:13][C:12](=[O:14])[N:11]([C:15]3[CH:20]=[CH:19][C:18]([N:21]4[CH2:26][CH2:25][O:24][CH2:23][C:22]4=[O:27])=[CH:17][CH:16]=3)[CH2:10]2)=CC=1. The catalyst is C1(C)C=CC=CC=1.C(N)C(C)C. The product is [NH2:7][CH2:8][C@@H:9]1[O:13][C:12](=[O:14])[N:11]([C:15]2[CH:20]=[CH:19][C:18]([N:21]3[CH2:26][CH2:25][O:24][CH2:23][C:22]3=[O:27])=[CH:17][CH:16]=2)[CH2:10]1. The yield is 0.997. (2) The reactants are [Br:1][C:2]1[CH:16]=[CH:15][C:5]([O:6][C:7]2[CH:14]=[CH:13][C:10]([CH:11]=[O:12])=[CH:9][N:8]=2)=[CH:4][C:3]=1[CH2:17][OH:18].[O:19]1[CH:24]=[CH:23][CH2:22][CH2:21][CH2:20]1.[C@]12(CS(O)(=O)=O)C(C)(C)C(CC1)CC2=O. The catalyst is C(Cl)Cl. The product is [Br:1][C:2]1[CH:16]=[CH:15][C:5]([O:6][C:7]2[CH:14]=[CH:13][C:10]([CH:11]=[O:12])=[CH:9][N:8]=2)=[CH:4][C:3]=1[CH2:17][O:18][CH:20]1[CH2:21][CH2:22][CH2:23][CH2:24][O:19]1. The yield is 1.00. (3) The reactants are [N:1]1([C:7]2[C:17]3[O:16][CH2:15][CH2:14][N:13](C(OC(C)(C)C)=O)[CH2:12][C:11]=3[CH:10]=[CH:9][CH:8]=2)[CH2:6][CH2:5][CH2:4][CH2:3][CH2:2]1.C(OCC)(=O)C.[ClH:31]. The catalyst is C(OCC)(=O)C. The product is [ClH:31].[ClH:31].[N:1]1([C:7]2[C:17]3[O:16][CH2:15][CH2:14][NH:13][CH2:12][C:11]=3[CH:10]=[CH:9][CH:8]=2)[CH2:6][CH2:5][CH2:4][CH2:3][CH2:2]1. The yield is 0.787. (4) The reactants are [C:1]1([C:7]2[N:11]([CH2:12][C:13]3[CH:18]=[CH:17][C:16]([C:19]([F:22])([F:21])[F:20])=[CH:15][CH:14]=3)[C:10]([C:23]3[CH:24]=[C:25]4[C:30](=[CH:31][CH:32]=3)[CH:29]=[C:28]([O:33][CH2:34][C:35]#[N:36])[CH:27]=[CH:26]4)=[CH:9][CH:8]=2)[CH:6]=[CH:5][CH:4]=[CH:3][CH:2]=1.[Cl-].[NH4+].[N-:39]=[N+:40]=[N-:41].[Na+].Cl. The catalyst is CN(C=O)C.CCOC(C)=O. The product is [C:1]1([C:7]2[N:11]([CH2:12][C:13]3[CH:18]=[CH:17][C:16]([C:19]([F:21])([F:20])[F:22])=[CH:15][CH:14]=3)[C:10]([C:23]3[CH:24]=[C:25]4[C:30](=[CH:31][CH:32]=3)[CH:29]=[C:28]([O:33][CH2:34][C:35]3[NH:41][N:40]=[N:39][N:36]=3)[CH:27]=[CH:26]4)=[CH:9][CH:8]=2)[CH:2]=[CH:3][CH:4]=[CH:5][CH:6]=1. The yield is 0.860. (5) The reactants are [Cl:1][C:2]1[CH:9]=[CH:8][C:5]([C:6]#[N:7])=[C:4](F)[CH:3]=1.[O:11]=[CH:12][C:13]1[CH:21]=[CH:20][C:18]([OH:19])=[C:15]([O:16][CH3:17])[CH:14]=1.C(=O)([O-])[O-].[Cs+].[Cs+].O. The catalyst is CN(C=O)C. The product is [Cl:1][C:2]1[CH:9]=[CH:8][C:5]([C:6]#[N:7])=[C:4]([O:19][C:18]2[CH:20]=[CH:21][C:13]([CH:12]=[O:11])=[CH:14][C:15]=2[O:16][CH3:17])[CH:3]=1. The yield is 0.880. (6) The reactants are O[CH2:2][C@H:3]1[O:11][C@H:10]2[C@H:6]([N:7]=[C:8]([CH2:12][CH2:13][CH3:14])[S:9]2)[C@@H:5]([OH:15])[C@@H:4]1[OH:16].S(Cl)(C1C=CC(C)=CC=1)(=O)=O.[N-:28]=[N+:29]=[N-:30].[Na+]. The catalyst is N1C=CC=CC=1.C(Cl)Cl. The product is [N:28]([CH2:2][C@H:3]1[O:11][C@H:10]2[C@H:6]([N:7]=[C:8]([CH2:12][CH2:13][CH3:14])[S:9]2)[C@@H:5]([OH:15])[C@@H:4]1[OH:16])=[N+:29]=[N-:30]. The yield is 0.820.